This data is from Catalyst prediction with 721,799 reactions and 888 catalyst types from USPTO. The task is: Predict which catalyst facilitates the given reaction. (1) The catalyst class is: 19. Product: [CH3:22][CH:20]([O:19][C:9]1[CH:10]=[C:11]([N:14]2[CH:18]=[N:17][CH:16]=[N:15]2)[CH:12]=[CH:13][C:8]=1[NH2:5])[CH3:21]. Reactant: C([O-])=O.[NH4+].[N+:5]([C:8]1[CH:13]=[CH:12][C:11]([N:14]2[CH:18]=[N:17][CH:16]=[N:15]2)=[CH:10][C:9]=1[O:19][CH:20]([CH3:22])[CH3:21])([O-])=O. (2) Reactant: [C:1]([O:5][C:6]([N:8]1[CH2:13][CH2:12][CH:11]([C:14]2[S:15][CH2:16][CH:17]([C:19]([O:21][CH2:22][CH3:23])=[O:20])[N:18]=2)[CH2:10][CH2:9]1)=[O:7])([CH3:4])([CH3:3])[CH3:2].C(OC(N1CCC(C2SC=C(C(OCC)=O)N=2)CC1)=O)(C)(C)C. Product: [C:1]([O:5][C:6]([N:8]1[CH2:13][CH2:12][CH:11]([C:14]2[S:15][CH2:16][CH:17]([C:19]([O:21][CH2:22][CH3:23])=[O:20])[N:18]=2)[CH2:10][CH2:9]1)=[O:7])([CH3:4])([CH3:3])[CH3:2]. The catalyst class is: 784. (3) Reactant: [N:1]1([CH2:7][C@H:8]([OH:11])[CH2:9][OH:10])[CH2:6][CH2:5][O:4][CH2:3][CH2:2]1.[S:12](Cl)([Cl:14])=[O:13]. Product: [ClH:14].[O:13]=[S:12]1[O:11][C@@H:8]([CH2:7][N:1]2[CH2:6][CH2:5][O:4][CH2:3][CH2:2]2)[CH2:9][O:10]1. The catalyst class is: 2. (4) Reactant: [Cl:1][C:2]1[C:7]([C:8]([F:11])([F:10])[F:9])=[CH:6][CH:5]=[CH:4][C:3]=1[CH2:12][NH:13][C:14](=[O:20])[C@H:15](CO)[NH:16][CH3:17].C(N(CC)CC)C.ClC(Cl)(O[C:32](=[O:38])[O:33][C:34](Cl)(Cl)Cl)Cl. Product: [Cl:1][C:2]1[C:7]([C:8]([F:11])([F:10])[F:9])=[CH:6][CH:5]=[CH:4][C:3]=1[CH2:12][NH:13][C:14]([CH:15]1[CH2:34][O:33][C:32](=[O:38])[N:16]1[CH3:17])=[O:20]. The catalyst class is: 4.